Task: Predict which catalyst facilitates the given reaction.. Dataset: Catalyst prediction with 721,799 reactions and 888 catalyst types from USPTO (1) The catalyst class is: 6. Reactant: [C:1]([O:5][C:6](=[O:11])[NH:7][CH2:8][CH2:9]Br)([CH3:4])([CH3:3])[CH3:2].[N-:12]=[N+:13]=[N-:14].[Na+].CN(C=O)C. Product: [C:1]([O:5][C:6](=[O:11])[NH:7][CH2:8][CH2:9][N:12]=[N+:13]=[N-:14])([CH3:4])([CH3:3])[CH3:2]. (2) The catalyst class is: 2. Reactant: [N:1]([CH2:4][C@@H:5]([NH2:15])[CH2:6][C:7]1[CH:12]=[CH:11][C:10]([Cl:13])=[CH:9][C:8]=1[Cl:14])=[N+:2]=[N-:3].[CH3:16][C@H:17]1[C:25]2[C:24]([C:26]3[S:30][C:29]([C:31](O)=[O:32])=[CH:28][CH:27]=3)=[N:23][CH:22]=[N:21][C:20]=2[CH2:19][CH2:18]1.CN(C(ON1N=NC2C=CC=CC1=2)=[N+](C)C)C.F[P-](F)(F)(F)(F)F.CCN(C(C)C)C(C)C. Product: [N:1]([CH2:4][C@@H:5]([NH:15][C:31]([C:29]1[S:30][C:26]([C:24]2[C:25]3[C@H:17]([CH3:16])[CH2:18][CH2:19][C:20]=3[N:21]=[CH:22][N:23]=2)=[CH:27][CH:28]=1)=[O:32])[CH2:6][C:7]1[CH:12]=[CH:11][C:10]([Cl:13])=[CH:9][C:8]=1[Cl:14])=[N+:2]=[N-:3]. (3) Reactant: [Cl:1][C:2]1[C:3]([O:14][CH3:15])=[C:4]([O:12][CH3:13])[C:5]([OH:11])=[C:6]([C:8](=[O:10])[CH3:9])[CH:7]=1.[CH3:16][O:17][C:18]1[CH:19]=[C:20]([CH:24]=[CH:25][C:26]=1[O:27][CH3:28])[C:21](Cl)=[O:22].Cl. Product: [CH3:16][O:17][C:18]1[CH:19]=[C:20]([CH:24]=[CH:25][C:26]=1[O:27][CH3:28])[C:21]([O:11][C:5]1[C:6]([C:8](=[O:10])[CH3:9])=[CH:7][C:2]([Cl:1])=[C:3]([O:14][CH3:15])[C:4]=1[O:12][CH3:13])=[O:22]. The catalyst class is: 17. (4) Reactant: [NH2:1][C:2]1[CH:3]=[CH:4][C:5]([S:12](=[O:25])(=[O:24])[NH:13][C:14]2[CH:15]=[CH:16][C:17]3[CH2:21][O:20][B:19]([OH:22])[C:18]=3[CH:23]=2)=[C:6]([CH2:8][C:9](O)=[O:10])[CH:7]=1.O/[N:27]=[C:28](/[NH2:31])\[CH2:29][CH3:30].C(Cl)CCl.C1C=CC2N(O)N=NC=2C=1. Product: [NH2:1][C:2]1[CH:3]=[CH:4][C:5]([S:12]([NH:13][C:14]2[CH:15]=[CH:16][C:17]3[CH2:21][O:20][B:19]([OH:22])[C:18]=3[CH:23]=2)(=[O:25])=[O:24])=[C:6]([CH2:8][C:9]2[O:10][N:31]=[C:28]([CH2:29][CH3:30])[N:27]=2)[CH:7]=1. The catalyst class is: 18. (5) Reactant: Cl.[NH2:2][CH:3]([CH2:8][CH2:9][CH2:10][CH3:11])[C:4]([O:6][CH3:7])=[O:5].C(N(CC)CC)C.S([O-])([O-])(=O)=O.[Mg+2].[CH:25](=O)[C:26]1[CH:31]=[CH:30][CH:29]=[CH:28][CH:27]=1. Product: [CH:25](=[N:2][CH:3]([CH2:8][CH2:9][CH2:10][CH3:11])[C:4]([O:6][CH3:7])=[O:5])[C:26]1[CH:31]=[CH:30][CH:29]=[CH:28][CH:27]=1. The catalyst class is: 4.